Task: Predict the reaction yield, written as a fraction of the theoretical maximum amount of product (1.0 means a 100% yield; for example, 0.34 means a 34% yield).. Dataset: Reaction yield outcomes from USPTO patents with 853,638 reactions (1) The yield is 0.950. The catalyst is CN(C=O)C.C(Cl)Cl. The product is [N:21]([CH2:2][C:3]([NH:5][CH:6]1[C:12]2[CH:13]=[CH:14][CH:15]=[CH:16][C:11]=2[CH2:10][CH2:9][C:8]2[CH:17]=[CH:18][CH:19]=[CH:20][C:7]1=2)=[O:4])=[N+:22]=[N-:23]. The reactants are Cl[CH2:2][C:3]([NH:5][CH:6]1[C:12]2[CH:13]=[CH:14][CH:15]=[CH:16][C:11]=2[CH2:10][CH2:9][C:8]2[CH:17]=[CH:18][CH:19]=[CH:20][C:7]1=2)=[O:4].[N-:21]=[N+:22]=[N-:23].[Na+]. (2) The reactants are C(OC([N:8]1[CH2:13][CH2:12][CH2:11][CH:10]([NH:14][C:15]2[CH:24]=[CH:23][CH:22]=[C:21]3[C:16]=2[CH:17]=[CH:18][N:19]=[CH:20]3)[CH2:9]1)=O)(C)(C)C.Cl.CCOC(C)=O.C(Cl)[Cl:33].CO. The catalyst is CCOC(C)=O. The product is [ClH:33].[CH:20]1[C:21]2[C:16](=[C:15]([NH:14][CH:10]3[CH2:11][CH2:12][CH2:13][NH:8][CH2:9]3)[CH:24]=[CH:23][CH:22]=2)[CH:17]=[CH:18][N:19]=1. The yield is 1.00. (3) The reactants are C[O:2][C:3]1[N:8]=[C:7]([NH:9][C:10]2[CH:26]=[CH:25][C:13]3[S:14][C:15]([C:18]4[CH:23]=[CH:22][N:21]=[C:20]([NH2:24])[N:19]=4)=[C:16]([CH3:17])[C:12]=3[CH:11]=2)[CH:6]=[CH:5][N:4]=1.B(Br)(Br)Br. The catalyst is C(Cl)Cl. The product is [NH2:24][C:20]1[N:19]=[C:18]([C:15]2[S:14][C:13]3[CH:25]=[CH:26][C:10]([NH:9][C:7]4[CH:6]=[CH:5][N:4]=[C:3]([OH:2])[N:8]=4)=[CH:11][C:12]=3[C:16]=2[CH3:17])[CH:23]=[CH:22][N:21]=1. The yield is 0.190. (4) The reactants are [Br:1][C:2]1[CH:7]=[CH:6][C:5]([CH2:8][C:9]([OH:11])=O)=[C:4]([F:12])[CH:3]=1.[CH3:13][N:14]([CH3:29])[CH2:15][CH2:16][O:17][C:18]1[N:23]=[CH:22][C:21]([NH2:24])=[CH:20][C:19]=1[C:25]([F:28])([F:27])[F:26].CN(C(ON1N=NC2C=CC=NC1=2)=[N+](C)C)C.F[P-](F)(F)(F)(F)F.CCN(C(C)C)C(C)C. The catalyst is C(Cl)Cl. The product is [Br:1][C:2]1[CH:7]=[CH:6][C:5]([CH2:8][C:9]([NH:24][C:21]2[CH:22]=[N:23][C:18]([O:17][CH2:16][CH2:15][N:14]([CH3:29])[CH3:13])=[C:19]([C:25]([F:26])([F:27])[F:28])[CH:20]=2)=[O:11])=[C:4]([F:12])[CH:3]=1. The yield is 0.637. (5) The catalyst is CCOC(C)=O.[Pt](=O)=O. The yield is 0.710. The reactants are [Si:1]([O:8][CH2:9][CH2:10][CH2:11][C@H:12]([C@@H:14]1[C@:31]2([CH3:32])[C@H:17]([C@H:18]3[C@H:28]([CH2:29][CH2:30]2)[C@:26]2([CH3:27])[C:21]([CH2:22][C@@H:23]([O:33][CH:34]4[CH2:39][CH2:38][CH2:37][CH2:36][O:35]4)[CH2:24][CH2:25]2)=[CH:20][C:19]3=[O:40])[CH2:16][CH2:15]1)[CH3:13])([C:4]([CH3:7])([CH3:6])[CH3:5])([CH3:3])[CH3:2]. The product is [Si:1]([O:8][CH2:9][CH2:10][CH2:11][C@H:12]([C@@H:14]1[C@:31]2([CH3:32])[C@H:17]([C@H:18]3[C@H:28]([CH2:29][CH2:30]2)[C@:26]2([CH3:27])[C@H:21]([CH2:22][C@@H:23]([O:33][CH:34]4[CH2:39][CH2:38][CH2:37][CH2:36][O:35]4)[CH2:24][CH2:25]2)[CH2:20][C:19]3=[O:40])[CH2:16][CH2:15]1)[CH3:13])([C:4]([CH3:5])([CH3:6])[CH3:7])([CH3:3])[CH3:2]. (6) The reactants are [C:1]([N:8]1[CH2:13][CH2:12][NH:11][C@H:10]([CH3:14])[CH2:9]1)([O:3][C:4]([CH3:7])([CH3:6])[CH3:5])=[O:2].[NH2:15][C:16]1[NH:17][C:18](=O)[C:19]2[N:25]=[C:24]([C:26]3[CH:31]=[CH:30][C:29]([F:32])=[CH:28][CH:27]=3)[CH:23]=[CH:22][C:20]=2[N:21]=1. No catalyst specified. The product is [C:4]([O:3][C:1]([N:8]1[CH2:13][CH2:12][N:11]([C:18]2[C:19]3[N:25]=[C:24]([C:26]4[CH:31]=[CH:30][C:29]([F:32])=[CH:28][CH:27]=4)[CH:23]=[CH:22][C:20]=3[N:21]=[C:16]([NH2:15])[N:17]=2)[C@H:10]([CH3:14])[CH2:9]1)=[O:2])([CH3:7])([CH3:6])[CH3:5]. The yield is 0.220. (7) The reactants are [Cl:1][C:2]1[C:7]([CH:8]=[N:9]O)=[C:6]([Cl:11])[N:5]=[C:4]([S:12][CH3:13])[N:3]=1.O=S(Cl)Cl. No catalyst specified. The product is [Cl:1][C:2]1[C:7]([C:8]#[N:9])=[C:6]([Cl:11])[N:5]=[C:4]([S:12][CH3:13])[N:3]=1. The yield is 0.930. (8) The reactants are [CH3:1][O:2][C:3](=[O:28])/[C:4](/[C:12]1[CH:17]=[CH:16][C:15]([N:18]2[C:22]([C:23]([F:26])([F:25])[F:24])=[N:21][N:20]=[N:19]2)=[C:14]([Cl:27])[CH:13]=1)=[CH:5]/[CH:6]1[CH2:11][CH2:10][CH2:9][CH2:8][CH2:7]1.[BH4-].[Na+]. The catalyst is CO.O.O.O.O.O.O.[Ni](Cl)Cl. The product is [CH3:1][O:2][C:3](=[O:28])[CH:4]([C:12]1[CH:17]=[CH:16][C:15]([N:18]2[C:22]([C:23]([F:24])([F:26])[F:25])=[N:21][N:20]=[N:19]2)=[C:14]([Cl:27])[CH:13]=1)[CH2:5][CH:6]1[CH2:7][CH2:8][CH2:9][CH2:10][CH2:11]1. The yield is 0.950.